This data is from Full USPTO retrosynthesis dataset with 1.9M reactions from patents (1976-2016). The task is: Predict the reactants needed to synthesize the given product. (1) Given the product [CH3:1][O:2][C:3](=[O:26])[C@H:4]([CH2:22][CH2:23][S:24][CH3:25])[NH:5][C:6](=[O:21])[C:7]1[CH:12]=[CH:11][C:10]([C:13]#[C:14][C:30]2[NH:29][CH:28]=[CH:32][N:31]=2)=[CH:9][C:8]=1[C:15]1[CH:20]=[CH:19][CH:18]=[CH:17][CH:16]=1, predict the reactants needed to synthesize it. The reactants are: [CH3:1][O:2][C:3](=[O:26])[C@H:4]([CH2:22][CH2:23][S:24][CH3:25])[NH:5][C:6](=[O:21])[C:7]1[CH:12]=[CH:11][C:10]([C:13]#[CH:14])=[CH:9][C:8]=1[C:15]1[CH:20]=[CH:19][CH:18]=[CH:17][CH:16]=1.Br[C:28]1[N:29]=[CH:30][NH:31][CH:32]=1.C(NCC)C. (2) Given the product [C:1]([O:18][CH2:19][C@H:20]([OH:21])[C@@H:22]1[C:26]([NH:27][CH2:28][CH2:29][CH3:30])=[C:25]([OH:31])[C:24](=[O:39])[O:23]1)(=[O:17])[CH2:2][CH2:3][CH2:4][CH2:5][CH2:6][CH2:7][CH2:8][CH2:9][CH2:10][CH2:11][CH2:12][CH2:13][CH2:14][CH2:15][CH3:16], predict the reactants needed to synthesize it. The reactants are: [C:1]([O:18][CH2:19][C@@H:20]([C@@H:22]1[C:26]([NH:27][CH2:28][CH2:29][CH3:30])=[C:25]([O:31]CC2C=CC=CC=2)[C:24](=[O:39])[O:23]1)[OH:21])(=[O:17])[CH2:2][CH2:3][CH2:4][CH2:5][CH2:6][CH2:7][CH2:8][CH2:9][CH2:10][CH2:11][CH2:12][CH2:13][CH2:14][CH2:15][CH3:16].C(=O)(O)[O-].[Na+]. (3) The reactants are: CC1(C)C(C)(C)OB([C:9]2[CH:30]=[CH:29][C:12]([O:13][C:14]3[N:18]([CH2:19][C:20]([O:22][CH2:23][CH3:24])=[O:21])[C:17]4[CH:25]=[CH:26][CH:27]=[CH:28][C:16]=4[N:15]=3)=[CH:11][CH:10]=2)O1.Br[C:33]1[C:37]2=[N:38][CH:39]=[CH:40][CH:41]=[C:36]2[N:35]([CH2:42][CH3:43])[N:34]=1.C([O-])([O-])=O.[Na+].[Na+]. Given the product [CH2:42]([N:35]1[C:36]2[C:37](=[N:38][CH:39]=[CH:40][CH:41]=2)[C:33]([C:9]2[CH:30]=[CH:29][C:12]([O:13][C:14]3[N:18]([CH2:19][C:20]([O:22][CH2:23][CH3:24])=[O:21])[C:17]4[CH:25]=[CH:26][CH:27]=[CH:28][C:16]=4[N:15]=3)=[CH:11][CH:10]=2)=[N:34]1)[CH3:43], predict the reactants needed to synthesize it. (4) Given the product [Br:1][C:2]1[CH:12]=[C:11]([F:13])[CH:10]=[C:9]([F:14])[C:3]=1[O:4][CH2:5][C:6]([N:18]([CH:15]([CH3:17])[CH3:16])[NH:19][C:20](=[O:27])[C:21]1[CH:26]=[CH:25][CH:24]=[CH:23][CH:22]=1)=[O:8], predict the reactants needed to synthesize it. The reactants are: [Br:1][C:2]1[CH:12]=[C:11]([F:13])[CH:10]=[C:9]([F:14])[C:3]=1[O:4][CH2:5][C:6]([OH:8])=O.[CH:15]([NH:18][NH:19][C:20](=[O:27])[C:21]1[CH:26]=[CH:25][CH:24]=[CH:23][CH:22]=1)([CH3:17])[CH3:16].C(N(C(C)C)CC)(C)C.C1CN([P+](Br)(N2CCCC2)N2CCCC2)CC1.F[P-](F)(F)(F)(F)F. (5) Given the product [Cl:15][C:16]1[C:17]2[C@@:24]3([CH2:2][C:3]4[C:12](=[CH:11][CH:10]=[C:5]([C:6]([O:8][CH3:9])=[O:7])[CH:4]=4)[CH2:13]3)[C:23](=[O:25])[NH:22][C:18]=2[N:19]=[CH:20][N:21]=1, predict the reactants needed to synthesize it. The reactants are: Br[CH2:2][C:3]1[CH:4]=[C:5]([CH:10]=[CH:11][C:12]=1[CH2:13]Br)[C:6]([O:8][CH3:9])=[O:7].[Cl:15][C:16]1[C:17]2[CH2:24][C:23](=[O:25])[NH:22][C:18]=2[N:19]=[CH:20][N:21]=1.C(=O)([O-])[O-].[Cs+].[Cs+].O. (6) The reactants are: Br[C:2]1[CH:3]=[C:4]([C:8]2[N:13]=[C:12]([C:14]3[CH:19]=[CH:18][C:17]([Cl:20])=[CH:16][CH:15]=3)[CH:11]=[C:10]([C:21]([F:24])([F:23])[F:22])[N:9]=2)[CH:5]=[CH:6][CH:7]=1.[C:25]([NH:29][S:30]([C:33]1[S:34][C:35](B2OC(C)(C)C(C)(C)O2)=[CH:36][CH:37]=1)(=[O:32])=[O:31])([CH3:28])([CH3:27])[CH3:26]. Given the product [C:25]([NH:29][S:30]([C:33]1[S:34][C:35]([C:2]2[CH:7]=[CH:6][CH:5]=[C:4]([C:8]3[N:13]=[C:12]([C:14]4[CH:19]=[CH:18][C:17]([Cl:20])=[CH:16][CH:15]=4)[CH:11]=[C:10]([C:21]([F:23])([F:24])[F:22])[N:9]=3)[CH:3]=2)=[CH:36][CH:37]=1)(=[O:31])=[O:32])([CH3:28])([CH3:26])[CH3:27], predict the reactants needed to synthesize it. (7) The reactants are: [CH3:1][C:2]([CH3:36])([CH3:35])[C:3]([C:29]1[CH:30]=[N:31][CH:32]=[N:33][CH:34]=1)([O:19]B1OC(C)(C)C(C)(C)O1)[C:4]1[CH:9]=[CH:8][C:7](B2OC(C)(C)C(C)(C)O2)=[CH:6][N:5]=1.P([O-])([O-])([O-])=O.[K+].[K+].[K+].Br[C:46]1[CH:51]=[CH:50][C:49]([C:52]([CH3:56])([CH3:55])[C:53]#[N:54])=[CH:48][C:47]=1[CH2:57][CH3:58].O. Given the product [CH2:57]([C:47]1[CH:48]=[C:49]([C:52]([CH3:55])([CH3:56])[C:53]#[N:54])[CH:50]=[CH:51][C:46]=1[C:7]1[CH:6]=[N:5][C:4]([C:3]([OH:19])([C:29]2[CH:34]=[N:33][CH:32]=[N:31][CH:30]=2)[C:2]([CH3:35])([CH3:36])[CH3:1])=[CH:9][CH:8]=1)[CH3:58], predict the reactants needed to synthesize it. (8) Given the product [N:35]1[CH:36]=[CH:37][CH:38]=[CH:39][C:34]=1[C:6]1[CH:7]=[C:8]([CH2:12][NH:13][C:14]([C:37]2[CH:36]=[N:35][C:34]([C:2]([F:28])([F:27])[F:1])=[CH:39][CH:38]=2)=[O:15])[CH:9]=[C:10]2[C:5]=1[NH:4][C:3]([C:2]([F:28])([F:27])[F:1])=[CH:11]2, predict the reactants needed to synthesize it. The reactants are: [F:1][C:2]([F:28])([F:27])[C:3]1[NH:4][C:5]2[C:10]([CH:11]=1)=[CH:9][C:8]([CH2:12][NH:13][C:14](C1C=CC(C(F)(F)F)=CN=1)=[O:15])=[CH:7][C:6]=2Br.C([Sn](CCCC)(CCCC)[C:34]1[CH:39]=[CH:38][CH:37]=[CH:36][N:35]=1)CCC.[Cl-].[Li+].